This data is from Forward reaction prediction with 1.9M reactions from USPTO patents (1976-2016). The task is: Predict the product of the given reaction. (1) Given the reactants [CH3:1][O:2][C:3](=[O:25])/[CH:4]=[CH:5]/[C:6]1[CH:11]=[CH:10][CH:9]=[CH:8][C:7]=1[NH:12][CH2:13][C:14]1[CH:15]=[C:16]([CH2:20][CH2:21][C:22](O)=[O:23])[CH:17]=[CH:18][CH:19]=1.[NH4+].[Cl-].C([N:30](CC)CC)C.C[N+]1(C2N=C(OC)N=C(OC)N=2)CCOCC1.[Cl-], predict the reaction product. The product is: [NH2:30][C:22](=[O:23])[CH2:21][CH2:20][C:16]1[CH:15]=[C:14]([CH:19]=[CH:18][CH:17]=1)[CH2:13][NH:12][C:7]1[CH:8]=[CH:9][CH:10]=[CH:11][C:6]=1/[CH:5]=[CH:4]/[C:3]([O:2][CH3:1])=[O:25]. (2) The product is: [F:1][C:2]1[CH:7]=[C:6]([C:8]#[C:9][CH3:10])[CH:5]=[C:4]([O:11][CH3:12])[C:3]=1[CH:13]1[C:14](=[O:23])[CH:15]([CH2:20][C:21]#[CH:22])[CH2:16][C:17]1=[O:18]. Given the reactants [F:1][C:2]1[CH:7]=[C:6]([C:8]#[C:9][CH3:10])[CH:5]=[C:4]([O:11][CH3:12])[C:3]=1[C:13]1[C:14](=[O:23])[CH:15]([CH2:20][C:21]#[CH:22])[CH2:16][C:17]=1[O:18]C.Cl.ClCCl.O, predict the reaction product. (3) Given the reactants Cl[C:2]1[N:7]=[CH:6][N:5]=[C:4]2[C:8]3[C:9](=[N:11][C:12]([N:19]4[CH2:23][CH2:22][CH2:21][CH2:20]4)=[C:13]4[CH2:18][O:17][CH2:16][CH2:15][C:14]=34)[S:10][C:3]=12.[N:24]1([CH2:30][CH2:31][NH2:32])[CH2:29][CH2:28][O:27][CH2:26][CH2:25]1, predict the reaction product. The product is: [N:24]1([CH2:30][CH2:31][NH:32][C:2]2[N:7]=[CH:6][N:5]=[C:4]3[C:8]4[C:9](=[N:11][C:12]([N:19]5[CH2:23][CH2:22][CH2:21][CH2:20]5)=[C:13]5[CH2:18][O:17][CH2:16][CH2:15][C:14]=45)[S:10][C:3]=23)[CH2:29][CH2:28][O:27][CH2:26][CH2:25]1. (4) The product is: [OH:41][CH:33]([C:34]1([OH:46])[CH2:37][CH2:36][CH2:35]1)[C:32]([NH:31][C:27]1[CH:26]=[C:25]([CH:30]=[CH:29][CH:28]=1)[C:24]([N:21]1[CH2:22][CH2:23][CH:18]([C:14]2[CH:13]=[C:12]([CH:17]=[CH:16][CH:15]=2)[CH2:11][NH:10][C:9](=[O:40])[O:8][CH2:1][C:2]2[CH:7]=[CH:6][CH:5]=[CH:4][CH:3]=2)[CH2:19][CH2:20]1)=[O:39])=[O:38]. Given the reactants [CH2:1]([O:8][C:9](=[O:40])[NH:10][CH2:11][C:12]1[CH:17]=[CH:16][CH:15]=[C:14]([CH:18]2[CH2:23][CH2:22][N:21]([C:24](=[O:39])[C:25]3[CH:30]=[CH:29][CH:28]=[C:27]([NH:31][C:32](=[O:38])[CH:33]=[C:34]4[CH2:37][CH2:36][CH2:35]4)[CH:26]=3)[CH2:20][CH2:19]2)[CH:13]=1)[C:2]1[CH:7]=[CH:6][CH:5]=[CH:4][CH:3]=1.[OH2:41].C[N+]1([O-])CC[O:46]CC1.C(OCC)(=O)C.CCCCCC, predict the reaction product. (5) Given the reactants [C:1]1([CH3:11])[CH:6]=[CH:5][C:4]([S:7](Cl)(=[O:9])=[O:8])=[CH:3][CH:2]=1.[OH:12][CH2:13][C:14]1[N:19]=[C:18]([N:20]2[CH2:24][CH2:23][CH2:22][CH:21]2[C:25]2[O:29][N:28]=[C:27]([C:30]3[CH:35]=[CH:34][CH:33]=[CH:32][N:31]=3)[CH:26]=2)[N:17]=[C:16]([NH:36][C:37]2[CH:41]=[C:40]([CH3:42])[NH:39][N:38]=2)[CH:15]=1.C(N([CH2:48][CH3:49])CC)C, predict the reaction product. The product is: [CH3:11][C:1]1[CH:6]=[CH:5][C:4]([S:7]([O:12][CH2:13][C:14]2[N:19]=[C:18]([N:20]3[CH2:24][CH2:23][CH2:22][CH:21]3[C:25]3[O:29][N:28]=[C:27]([C:30]4[CH:35]=[CH:34][CH:33]=[CH:32][N:31]=4)[CH:26]=3)[N:17]=[C:16]([NH:36][CH:37]3[CH:41]=[C:40]([CH3:42])[NH:39][N:38]3[S:7]([C:4]3[CH:5]=[CH:6][C:48]([CH3:49])=[CH:2][CH:3]=3)(=[O:9])=[O:8])[CH:15]=2)(=[O:9])=[O:8])=[CH:3][CH:2]=1. (6) The product is: [Cl:8][C:9]1[CH:10]=[C:11]2[C:16](=[CH:17][CH:18]=1)[C:15](=[O:19])[N:14]([CH2:20][CH:21]1[CH2:26][CH2:25][N:24]([CH2:38][C:36]3[O:35][N:34]=[C:33]([C:27]4[CH:28]=[CH:29][CH:30]=[CH:31][CH:32]=4)[CH:37]=3)[CH2:23][CH2:22]1)[CH2:13][CH2:12]2. Given the reactants FC(F)(F)C(O)=O.[Cl:8][C:9]1[CH:10]=[C:11]2[C:16](=[CH:17][CH:18]=1)[C:15](=[O:19])[N:14]([CH2:20][CH:21]1[CH2:26][CH2:25][NH:24][CH2:23][CH2:22]1)[CH2:13][CH2:12]2.[C:27]1([C:33]2[CH:37]=[C:36]([CH:38]=O)[O:35][N:34]=2)[CH:32]=[CH:31][CH:30]=[CH:29][CH:28]=1, predict the reaction product.